This data is from NCI-60 drug combinations with 297,098 pairs across 59 cell lines. The task is: Regression. Given two drug SMILES strings and cell line genomic features, predict the synergy score measuring deviation from expected non-interaction effect. (1) Drug 1: CC12CCC3C(C1CCC2=O)CC(=C)C4=CC(=O)C=CC34C. Drug 2: CS(=O)(=O)CCNCC1=CC=C(O1)C2=CC3=C(C=C2)N=CN=C3NC4=CC(=C(C=C4)OCC5=CC(=CC=C5)F)Cl. Cell line: PC-3. Synergy scores: CSS=40.8, Synergy_ZIP=-1.72, Synergy_Bliss=-4.96, Synergy_Loewe=-1.45, Synergy_HSA=-3.08. (2) Drug 1: C1=NC2=C(N=C(N=C2N1C3C(C(C(O3)CO)O)F)Cl)N. Drug 2: CNC(=O)C1=NC=CC(=C1)OC2=CC=C(C=C2)NC(=O)NC3=CC(=C(C=C3)Cl)C(F)(F)F. Cell line: UACC62. Synergy scores: CSS=-1.04, Synergy_ZIP=1.97, Synergy_Bliss=0.167, Synergy_Loewe=-1.61, Synergy_HSA=-4.53.